From a dataset of NCI-60 drug combinations with 297,098 pairs across 59 cell lines. Regression. Given two drug SMILES strings and cell line genomic features, predict the synergy score measuring deviation from expected non-interaction effect. (1) Drug 1: CC12CCC(CC1=CCC3C2CCC4(C3CC=C4C5=CN=CC=C5)C)O. Drug 2: CC1=C(C(=O)C2=C(C1=O)N3CC4C(C3(C2COC(=O)N)OC)N4)N. Cell line: BT-549. Synergy scores: CSS=26.6, Synergy_ZIP=4.91, Synergy_Bliss=10.5, Synergy_Loewe=-2.67, Synergy_HSA=10.5. (2) Drug 1: CCC1(CC2CC(C3=C(CCN(C2)C1)C4=CC=CC=C4N3)(C5=C(C=C6C(=C5)C78CCN9C7C(C=CC9)(C(C(C8N6C)(C(=O)OC)O)OC(=O)C)CC)OC)C(=O)OC)O.OS(=O)(=O)O. Drug 2: CC(C)NC(=O)C1=CC=C(C=C1)CNNC.Cl. Cell line: NCIH23. Synergy scores: CSS=6.66, Synergy_ZIP=-3.17, Synergy_Bliss=-3.31, Synergy_Loewe=4.22, Synergy_HSA=-2.30. (3) Drug 1: COC1=C2C(=CC3=C1OC=C3)C=CC(=O)O2. Drug 2: CC1C(C(CC(O1)OC2CC(CC3=C2C(=C4C(=C3O)C(=O)C5=C(C4=O)C(=CC=C5)OC)O)(C(=O)CO)O)N)O.Cl. Cell line: PC-3. Synergy scores: CSS=46.1, Synergy_ZIP=-2.76, Synergy_Bliss=-3.56, Synergy_Loewe=-5.30, Synergy_HSA=-0.861. (4) Synergy scores: CSS=5.87, Synergy_ZIP=-0.233, Synergy_Bliss=2.44, Synergy_Loewe=2.75, Synergy_HSA=2.71. Drug 1: CC1=C(C=C(C=C1)NC2=NC=CC(=N2)N(C)C3=CC4=NN(C(=C4C=C3)C)C)S(=O)(=O)N.Cl. Drug 2: CC12CCC3C(C1CCC2O)C(CC4=C3C=CC(=C4)O)CCCCCCCCCS(=O)CCCC(C(F)(F)F)(F)F. Cell line: SF-295.